The task is: Predict the reactants needed to synthesize the given product.. This data is from Full USPTO retrosynthesis dataset with 1.9M reactions from patents (1976-2016). (1) Given the product [CH3:24][O:25][C:26]1[CH:33]=[CH:32][C:29]([CH2:30][NH:23][C:7]2[CH:8]=[C:9]3[C:4](=[CH:5][CH:6]=2)[N:3]=[C:2]([CH3:1])[CH:11]=[C:10]3[N:12]2[CH2:16][CH2:15][CH:14]([C:17]3[CH:22]=[CH:21][CH:20]=[CH:19][CH:18]=3)[CH2:13]2)=[CH:28][CH:27]=1, predict the reactants needed to synthesize it. The reactants are: [CH3:1][C:2]1[CH:11]=[C:10]([N:12]2[CH2:16][CH2:15][CH:14]([C:17]3[CH:22]=[CH:21][CH:20]=[CH:19][CH:18]=3)[CH2:13]2)[C:9]2[C:4](=[CH:5][CH:6]=[C:7]([NH2:23])[CH:8]=2)[N:3]=1.[CH3:24][O:25][C:26]1[CH:33]=[CH:32][C:29]([CH:30]=O)=[CH:28][CH:27]=1.C(O[BH-](OC(=O)C)OC(=O)C)(=O)C.[Na+].C(O)(=O)C. (2) The reactants are: [C:1](O)(=O)[C:2]#[C:3]C.C[N:8]([CH3:11])[CH:9]=[O:10].C(Cl)(=O)C(Cl)=O.N[C:19]1[CH:20]=[C:21]([CH:38]=[CH:39][C:40]=1F)[O:22][C:23]1[CH:24]=[CH:25][C:26]2[N:27]([CH:29]=[C:30]([NH:32][C:33]([CH:35]3[CH2:37][CH2:36]3)=[O:34])[N:31]=2)[N:28]=1. Given the product [C:9]([NH:8][C:11]1[CH:20]=[C:21]([CH:38]=[CH:39][C:40]=1[CH3:19])[O:22][C:23]1[CH:24]=[CH:25][C:26]2[N:27]([CH:29]=[C:30]([NH:32][C:33]([CH:35]3[CH2:36][CH2:37]3)=[O:34])[N:31]=2)[N:28]=1)(=[O:10])[C:1]#[C:2][CH3:3], predict the reactants needed to synthesize it. (3) Given the product [F:10][C:11]1[CH:18]=[C:17]([N:3]2[CH2:4][CH2:5][C@@:6]([OH:7])([CH:8]=[CH2:9])[C@@H:2]2[CH3:1])[CH:16]=[CH:15][C:12]=1[C:13]#[N:14], predict the reactants needed to synthesize it. The reactants are: [CH3:1][C@H:2]1[C@@:6]([CH:8]=[CH2:9])([OH:7])[CH2:5][CH2:4][NH:3]1.[F:10][C:11]1[CH:18]=[C:17](F)[CH:16]=[CH:15][C:12]=1[C:13]#[N:14].C(=O)([O-])[O-].[Li+].[Li+]. (4) Given the product [Cl:1][C:2]1[CH:3]=[CH:4][C:5]([C:24]#[N:25])=[C:6]([C:8]2[CH:13]=[CH:12][N:11]([CH:14]([CH3:22])[C:15]([OH:17])=[O:16])[C:10](=[O:23])[CH:9]=2)[CH:7]=1, predict the reactants needed to synthesize it. The reactants are: [Cl:1][C:2]1[CH:3]=[CH:4][C:5]([C:24]#[N:25])=[C:6]([C:8]2[CH:13]=[CH:12][N:11]([CH:14]([CH3:22])[C:15]([O:17]C(C)(C)C)=[O:16])[C:10](=[O:23])[CH:9]=2)[CH:7]=1.C(O)(C(F)(F)F)=O. (5) Given the product [CH3:1][C:2]1[CH:10]=[CH:9][CH:8]=[C:7]([CH3:11])[C:3]=1[CH2:4][OH:5], predict the reactants needed to synthesize it. The reactants are: [CH3:1][C:2]1[CH:10]=[CH:9][CH:8]=[C:7]([CH3:11])[C:3]=1[C:4](O)=[O:5]. (6) Given the product [Br:30][CH2:31][CH2:32][CH2:33][CH2:34][C:35]([NH:1][C:2]1[CH:29]=[C:5]2[CH2:6][N:7]([C:11]([O:13][CH2:14][C:15]3[CH:20]=[C:19]([C:21]([F:22])([F:23])[F:24])[CH:18]=[C:17]([C:25]([F:28])([F:26])[F:27])[CH:16]=3)=[O:12])[CH2:8][CH2:9][CH2:10][N:4]2[N:3]=1)=[O:36], predict the reactants needed to synthesize it. The reactants are: [NH2:1][C:2]1[CH:29]=[C:5]2[CH2:6][N:7]([C:11]([O:13][CH2:14][C:15]3[CH:20]=[C:19]([C:21]([F:24])([F:23])[F:22])[CH:18]=[C:17]([C:25]([F:28])([F:27])[F:26])[CH:16]=3)=[O:12])[CH2:8][CH2:9][CH2:10][N:4]2[N:3]=1.[Br:30][CH2:31][CH2:32][CH2:33][CH2:34][C:35](Cl)=[O:36].CCN(C(C)C)C(C)C. (7) Given the product [Cl:7][C:11]1[CH:10]=[C:9]([CH:14]=[CH:13][C:12]=1[O:15][C:18]1[C:27]2[C:22](=[CH:23][C:24]([O:30][CH3:31])=[C:25]([O:28][CH3:29])[CH:26]=2)[N:21]=[CH:20][CH:19]=1)[NH2:8], predict the reactants needed to synthesize it. The reactants are: [H-].[Na+].CS(C)=O.[ClH:7].[NH2:8][C:9]1[CH:14]=[CH:13][C:12]([OH:15])=[CH:11][C:10]=1Cl.Cl[C:18]1[C:27]2[C:22](=[CH:23][C:24]([O:30][CH3:31])=[C:25]([O:28][CH3:29])[CH:26]=2)[N:21]=[CH:20][CH:19]=1. (8) Given the product [F:22][C:19]1[CH:18]=[CH:17][C:16]([CH2:15][O:14][C:11]2[CH:12]=[CH:13][N:8]([C:5]3[CH:6]=[CH:7][C:2]4[N:1]=[C:31]([C:28]5([C:26]#[N:27])[CH2:29][CH2:30]5)[N:24]([CH3:25])[C:3]=4[CH:4]=3)[C:9](=[O:23])[CH:10]=2)=[CH:21][CH:20]=1, predict the reactants needed to synthesize it. The reactants are: [NH2:1][C:2]1[CH:7]=[CH:6][C:5]([N:8]2[CH:13]=[CH:12][C:11]([O:14][CH2:15][C:16]3[CH:21]=[CH:20][C:19]([F:22])=[CH:18][CH:17]=3)=[CH:10][C:9]2=[O:23])=[CH:4][C:3]=1[NH:24][CH3:25].[C:26]([C:28]1([C:31](O)=O)[CH2:30][CH2:29]1)#[N:27].C(N(CC)C(C)C)(C)C.CN(C(ON1N=NC2C=CC=NC1=2)=[N+](C)C)C.F[P-](F)(F)(F)(F)F.